Dataset: Full USPTO retrosynthesis dataset with 1.9M reactions from patents (1976-2016). Task: Predict the reactants needed to synthesize the given product. (1) Given the product [CH2:42]([N:8]1[CH2:9][CH2:10][CH:11]([N:14]2[C:18]3=[N:19][CH:20]=[N:21][C:22]([NH:23][C:24]4[CH:29]=[CH:28][C:27]([S:30]([CH3:33])(=[O:31])=[O:32])=[CH:26][C:25]=4[F:34])=[C:17]3[CH:16]=[N:15]2)[CH2:12][CH2:13]1)[C:43]1[CH:48]=[CH:47][CH:46]=[CH:45][CH:44]=1, predict the reactants needed to synthesize it. The reactants are: C(OC([N:8]1[CH2:13][CH2:12][CH:11]([N:14]2[C:18]3=[N:19][CH:20]=[N:21][C:22]([NH:23][C:24]4[CH:29]=[CH:28][C:27]([S:30]([CH3:33])(=[O:32])=[O:31])=[CH:26][C:25]=4[F:34])=[C:17]3[CH:16]=[N:15]2)[CH2:10][CH2:9]1)=O)(C)(C)C.FC(F)(F)C(O)=O.[CH2:42](Br)[C:43]1[CH:48]=[CH:47][CH:46]=[CH:45][CH:44]=1. (2) Given the product [CH3:1][NH:2][C:3]1[CH:8]=[C:7]([N:9]2[CH2:14][CH2:13][N:12]([CH3:15])[CH2:11][CH2:10]2)[C:6]([NH2:16])=[CH:5][N:4]=1, predict the reactants needed to synthesize it. The reactants are: [CH3:1][NH:2][C:3]1[CH:8]=[C:7]([N:9]2[CH2:14][CH2:13][N:12]([CH3:15])[CH2:11][CH2:10]2)[C:6]([N+:16]([O-])=O)=[CH:5][N:4]=1. (3) Given the product [Cl:18][C:15]1[CH:14]=[CH:13][C:12]([NH:11][C:9]2[S:10][C:6]([C:4]([OH:5])=[O:3])=[CH:7][N:8]=2)=[CH:17][CH:16]=1, predict the reactants needed to synthesize it. The reactants are: C([O:3][C:4]([C:6]1[S:10][C:9]([NH:11][C:12]2[CH:17]=[CH:16][C:15]([Cl:18])=[CH:14][CH:13]=2)=[N:8][CH:7]=1)=[O:5])C.[OH-].[K+]. (4) Given the product [Si:1]([O:8][C@@H:9]1[C@H:13]([CH2:14][O:15][Si:16]([C:19]([CH3:22])([CH3:21])[CH3:20])([CH3:17])[CH3:18])[CH2:12][C@@H:11]([NH:23][C:29]2[N:28]=[C:27]([NH:32][C@@H:33]3[C:41]4[C:36](=[CH:37][CH:38]=[CH:39][CH:40]=4)[C:35]([CH3:42])([CH3:43])[CH2:34]3)[N:26]=[C:25]([Cl:24])[N:30]=2)[CH2:10]1)([C:4]([CH3:7])([CH3:6])[CH3:5])([CH3:3])[CH3:2], predict the reactants needed to synthesize it. The reactants are: [Si:1]([O:8][C@@H:9]1[C@H:13]([CH2:14][O:15][Si:16]([C:19]([CH3:22])([CH3:21])[CH3:20])([CH3:18])[CH3:17])[CH2:12][C@@H:11]([NH2:23])[CH2:10]1)([C:4]([CH3:7])([CH3:6])[CH3:5])([CH3:3])[CH3:2].[Cl:24][C:25]1[N:30]=[C:29](Cl)[N:28]=[C:27]([NH:32][C@@H:33]2[C:41]3[C:36](=[CH:37][CH:38]=[CH:39][CH:40]=3)[C:35]([CH3:43])([CH3:42])[CH2:34]2)[N:26]=1. (5) Given the product [C:1]([C:4]1[S:5][C:6](/[CH:9]=[CH:10]\[S:11][C:12]2[C@H:13]([CH3:26])[C@@H:14]3[C@@H:21]([C@H:22]([OH:24])[CH3:23])[C:20](=[O:25])[N:15]3[C:16]=2[C:17]([O:19][CH2:35][O:34][C:28](=[O:33])[C:29]([CH3:32])([CH3:31])[CH3:30])=[O:18])=[CH:7][N:8]=1)(=[O:3])[NH2:2], predict the reactants needed to synthesize it. The reactants are: [C:1]([C:4]1[S:5][C:6](/[CH:9]=[CH:10]\[S:11][C:12]2[C@H:13]([CH3:26])[C@@H:14]3[C@@H:21]([C@H:22]([OH:24])[CH3:23])[C:20](=[O:25])[N:15]3[C:16]=2[C:17]([O-:19])=[O:18])=[CH:7][N:8]=1)(=[O:3])[NH2:2].[Na+].[C:28]([O:34][CH2:35]I)(=[O:33])[C:29]([CH3:32])([CH3:31])[CH3:30].